From a dataset of Reaction yield outcomes from USPTO patents with 853,638 reactions. Predict the reaction yield, written as a fraction of the theoretical maximum amount of product (1.0 means a 100% yield; for example, 0.34 means a 34% yield). (1) The reactants are Br[C:2]1[C:7]2[S:8][C:9]([C:11]3[C:16]([Cl:17])=[CH:15][CH:14]=[CH:13][C:12]=3[Cl:18])=[N:10][C:6]=2[CH:5]=[CH:4][N:3]=1.[NH2:19][C:20]1[N:25]=[C:24]([CH3:26])[N:23]=[C:22]([N:27]2[CH2:32][CH2:31][N:30]([CH2:33][CH2:34][OH:35])[CH2:29][CH2:28]2)[CH:21]=1.CC1(C)C2C(=C(P(C3C=CC=CC=3)C3C=CC=CC=3)C=CC=2)OC2C(P(C3C=CC=CC=3)C3C=CC=CC=3)=CC=CC1=2.C([O-])([O-])=O.[Cs+].[Cs+]. The catalyst is O1CCOCC1.C1C=CC(/C=C/C(/C=C/C2C=CC=CC=2)=O)=CC=1.C1C=CC(/C=C/C(/C=C/C2C=CC=CC=2)=O)=CC=1.C1C=CC(/C=C/C(/C=C/C2C=CC=CC=2)=O)=CC=1.[Pd].[Pd]. The product is [Cl:18][C:12]1[CH:13]=[CH:14][CH:15]=[C:16]([Cl:17])[C:11]=1[C:9]1[S:8][C:7]2[C:2]([NH:19][C:20]3[N:25]=[C:24]([CH3:26])[N:23]=[C:22]([N:27]4[CH2:32][CH2:31][N:30]([CH2:33][CH2:34][OH:35])[CH2:29][CH2:28]4)[CH:21]=3)=[N:3][CH:4]=[CH:5][C:6]=2[N:10]=1. The yield is 0.180. (2) The reactants are [F:1][C:2]1[C:7]([NH:8][CH2:9][C:10]2[CH:15]=[C:14]([O:16][CH3:17])[CH:13]=[C:12]([C:18]3[CH:23]=[CH:22][CH:21]=[C:20]([F:24])[CH:19]=3)[CH:11]=2)=[C:6]([F:25])[CH:5]=[CH:4][C:3]=1[OH:26].C([O-])([O-])=O.[Cs+].[Cs+].Br[CH2:34][C:35]([O:37][CH2:38][CH3:39])=[O:36].O. The catalyst is CN(C=O)C. The product is [F:1][C:2]1[C:7]([NH:8][CH2:9][C:10]2[CH:15]=[C:14]([O:16][CH3:17])[CH:13]=[C:12]([C:18]3[CH:23]=[CH:22][CH:21]=[C:20]([F:24])[CH:19]=3)[CH:11]=2)=[C:6]([F:25])[CH:5]=[CH:4][C:3]=1[O:26][CH2:34][C:35]([O:37][CH2:38][CH3:39])=[O:36]. The yield is 0.800. (3) The reactants are [CH3:1][C:2]1[CH:7]=[CH:6][C:5]([S:8]([O:11][CH2:12][CH:13]2[CH2:17][C:16]3[C:18]([F:23])=[CH:19][CH:20]=[C:21](Br)[C:15]=3[O:14]2)(=[O:10])=[O:9])=[CH:4][CH:3]=1.[CH3:24][C:25]1[CH:30]=[CH:29][CH:28]=[CH:27][C:26]=1B(O)O.C(=O)([O-])[O-].[K+].[K+].CC1C=CC(S(OCC2CC3C(C4C=CC=CC=4)=CC=CC=3O2)(=O)=O)=CC=1. The catalyst is CC1C=CC=CC=1[P](C1C=CC=CC=1C)([Pd](Cl)(Cl)[P](C1=C(C)C=CC=C1)(C1C=CC=CC=1C)C1C=CC=CC=1C)C1C=CC=CC=1C. The product is [CH3:1][C:2]1[CH:7]=[CH:6][C:5]([S:8]([O:11][CH2:12][CH:13]2[CH2:17][C:16]3[C:18]([F:23])=[CH:19][CH:20]=[C:21]([C:26]4[CH:27]=[CH:28][CH:29]=[CH:30][C:25]=4[CH3:24])[C:15]=3[O:14]2)(=[O:10])=[O:9])=[CH:4][CH:3]=1. The yield is 0.650. (4) The reactants are [CH2:1](N(CC)CC)C.C([Mg]Cl)C.C1COCC1.[CH3:17][C:18]1[CH:23]=[CH:22][C:21]([N:24]2[C:28]3[C:29]4[C:33]([CH:34]=[CH:35][C:27]=3[C:26]([C:55]([O:57]CC)=O)=[N:25]2)=[N:32][N:31]([C:36]([C:49]2[CH:54]=[CH:53][CH:52]=[CH:51][CH:50]=2)([C:43]2[CH:48]=[CH:47][CH:46]=[CH:45][CH:44]=2)[C:37]2[CH:42]=[CH:41][CH:40]=[CH:39][CH:38]=2)[CH:30]=4)=[CH:20][CH:19]=1. No catalyst specified. The product is [CH3:17][C:18]1[CH:23]=[CH:22][C:21]([N:24]2[C:28]3[C:29]4[C:33]([CH:34]=[CH:35][C:27]=3[C:26]([C:55](=[O:57])[CH3:1])=[N:25]2)=[N:32][N:31]([C:36]([C:37]2[CH:42]=[CH:41][CH:40]=[CH:39][CH:38]=2)([C:49]2[CH:54]=[CH:53][CH:52]=[CH:51][CH:50]=2)[C:43]2[CH:48]=[CH:47][CH:46]=[CH:45][CH:44]=2)[CH:30]=4)=[CH:20][CH:19]=1. The yield is 0.220. (5) The reactants are [N+:1]([C:4]1[CH:5]=[C:6]2[C:10](=[CH:11][CH:12]=1)[NH:9][CH:8]=[CH:7]2)([O-:3])=[O:2].[Al+3].[Cl-].[Cl-].[Cl-].Br[C:18]([CH3:21])([CH3:20])[CH3:19]. The catalyst is C(Cl)Cl. The product is [C:18]([C:7]1[C:6]2[C:10](=[CH:11][CH:12]=[C:4]([N+:1]([O-:3])=[O:2])[CH:5]=2)[NH:9][CH:8]=1)([CH3:21])([CH3:20])[CH3:19]. The yield is 0.310.